This data is from M1 muscarinic receptor antagonist screen with 61,756 compounds. The task is: Binary Classification. Given a drug SMILES string, predict its activity (active/inactive) in a high-throughput screening assay against a specified biological target. (1) The compound is S1(=O)(=O)CC(OC(=O)NCCCC)CC1. The result is 0 (inactive). (2) The drug is s1c(NC(=O)c2cc(N3C(=O)CCC3=O)ccc2)nc(CC(OCC)=O)c1. The result is 0 (inactive). (3) The compound is s1c(c(c(c1n1nnnc1)C(OC)=O)C)C. The result is 0 (inactive). (4) The result is 0 (inactive). The molecule is ClC1=C(N2CCN(CC2)C)C(=O)N(C1=O)c1ccc(Cl)cc1. (5) The molecule is O=C(NCc1cccnc1)Cn1c(ccc1)C(=O)c1ccccc1. The result is 0 (inactive). (6) The molecule is Ic1c(Oc2cc(I)c(O)cc2)c(I)cc(CC(O)=O)c1. The result is 0 (inactive). (7) The compound is O1C(CNCC(O)=O)COc2c1cccc2. The result is 0 (inactive). (8) The drug is o1c(C(=O)C2CC2)c(NC(=O)CN2CCN(CC2)C)c2c1cccc2. The result is 0 (inactive). (9) The drug is S1C2N(C(C1(C)C)C([O-])=O)C(=O)C2NC(=O)C(c1ccsc1)C([O-])=O. The result is 0 (inactive).